Dataset: Catalyst prediction with 721,799 reactions and 888 catalyst types from USPTO. Task: Predict which catalyst facilitates the given reaction. Reactant: [C:1]1([C@H:7]([NH:9][C@@:10]2([C:22]([O:24][CH2:25][CH3:26])=[O:23])[CH2:15][C@H:14](O)[CH:13]3[CH:11]2[C@H:12]3[C:17]([O:19][CH2:20][CH3:21])=[O:18])[CH3:8])[CH:6]=[CH:5][CH:4]=[CH:3][CH:2]=1.COCCN(S(F)(F)[F:37])CCOC.C([O-])([O-])=O.[Na+].[Na+]. Product: [C:1]1([C@H:7]([NH:9][C@@:10]2([C:22]([O:24][CH2:25][CH3:26])=[O:23])[CH2:15][C@@H:14]([F:37])[CH:13]3[CH:11]2[C@H:12]3[C:17]([O:19][CH2:20][CH3:21])=[O:18])[CH3:8])[CH:6]=[CH:5][CH:4]=[CH:3][CH:2]=1. The catalyst class is: 2.